Predict which catalyst facilitates the given reaction. From a dataset of Catalyst prediction with 721,799 reactions and 888 catalyst types from USPTO. (1) Reactant: [C:1]([C:3]1[N:4]=[C:5]([S:8][CH2:9][C:10]([NH:12][CH2:13][C@@H:14]2[O:19][CH2:18][CH2:17][N:16]([CH2:20][C:21]3[CH:26]=[CH:25][C:24]([Cl:27])=[C:23]([Cl:28])[CH:22]=3)[CH2:15]2)=[O:11])[S:6][CH:7]=1)#[N:2].[N-:29]=[N+:30]=[N-:31].[Na+].[Cl-].[NH4+].O. Product: [Cl:28][C:23]1[CH:22]=[C:21]([CH:26]=[CH:25][C:24]=1[Cl:27])[CH2:20][N:16]1[CH2:17][CH2:18][O:19][C@@H:14]([CH2:13][NH:12][C:10](=[O:11])[CH2:9][S:8][C:5]2[S:6][CH:7]=[C:3]([C:1]3[NH:31][N:30]=[N:29][N:2]=3)[N:4]=2)[CH2:15]1. The catalyst class is: 9. (2) Reactant: [C:1]([O:5][C:6]([NH:8][C:9]1[CH:14]=[CH:13][CH:12]=[CH:11][C:10]=1[NH:15][C:16]([C:18]1[CH:23]=[N:22][C:21](Cl)=[CH:20][N:19]=1)=[O:17])=[O:7])([CH3:4])([CH3:3])[CH3:2].[C:25]([O:29][C:30]([N:32]1[CH2:37][CH2:36][NH:35][CH2:34][CH2:33]1)=[O:31])([CH3:28])([CH3:27])[CH3:26]. Product: [C:1]([O:5][C:6]([NH:8][C:9]1[CH:14]=[CH:13][CH:12]=[CH:11][C:10]=1[NH:15][C:16]([C:18]1[N:19]=[CH:20][C:21]([N:35]2[CH2:34][CH2:33][N:32]([C:30]([O:29][C:25]([CH3:28])([CH3:27])[CH3:26])=[O:31])[CH2:37][CH2:36]2)=[N:22][CH:23]=1)=[O:17])=[O:7])([CH3:4])([CH3:3])[CH3:2]. The catalyst class is: 80. (3) Reactant: [CH3:1][C:2]1[Se:6][C:5]([C:7]([O:9][CH3:10])=[O:8])=[CH:4][C:3]=1[N+:11]([O-])=O.CC1C([NH2:24])=C(C([O-])=O)[Se]C=1C.N([O-])=O.[Na+].C(=O)([O-])[O-].[K+].[K+].[CH3:35][NH:36][CH3:37]. Product: [CH3:35][N:36]([N:24]=[N:11][C:3]1[CH:4]=[C:5]([C:7]([O:9][CH3:10])=[O:8])[Se:6][C:2]=1[CH3:1])[CH3:37]. The catalyst class is: 292. (4) Reactant: [Cl:1][C:2]1[CH:7]=[CH:6][N:5]=[C:4]([CH:8]([CH3:10])[CH3:9])[C:3]=1[CH2:11][S:12][C:13]1[N:18]=[C:17]([OH:19])[CH:16]=[C:15]([CH3:20])[N:14]=1.Cl.O1CCOCC1. Product: [ClH:1].[Cl:1][C:2]1[CH:7]=[CH:6][N:5]=[C:4]([CH:8]([CH3:9])[CH3:10])[C:3]=1[CH2:11][S:12][C:13]1[N:18]=[C:17]([OH:19])[CH:16]=[C:15]([CH3:20])[N:14]=1. The catalyst class is: 5. (5) Reactant: [CH2:1]([O:3][C:4]1[CH:9]=[CH:8][CH:7]=[C:6]([O:10][CH2:11][CH3:12])[C:5]=1[CH2:13][OH:14])[CH3:2]. Product: [CH2:11]([O:10][C:6]1[CH:7]=[CH:8][CH:9]=[C:4]([O:3][CH2:1][CH3:2])[C:5]=1[CH:13]=[O:14])[CH3:12]. The catalyst class is: 703. (6) The catalyst class is: 43. Reactant: [CH3:1][O:2][CH2:3][N:4]1[C:8]2[CH:9]=[CH:10][C:11]([CH:13]([C:15]3[S:16][CH:17]=[C:18]([C:20]4[CH:25]=[CH:24][C:23]([C:26]#[C:27][C:28]([CH3:37])([O:30][CH:31]5[CH2:36][CH2:35][CH2:34][CH2:33][O:32]5)[CH3:29])=[CH:22][N:21]=4)[N:19]=3)[CH3:14])=[CH:12][C:7]=2[S:6][C:5]1=[O:38]. Product: [CH3:1][O:2][CH2:3][N:4]1[C:8]2[CH:9]=[CH:10][C:11]([CH:13]([C:15]3[S:16][CH:17]=[C:18]([C:20]4[CH:25]=[CH:24][C:23]([CH2:26][CH2:27][C:28]([CH3:37])([O:30][CH:31]5[CH2:36][CH2:35][CH2:34][CH2:33][O:32]5)[CH3:29])=[CH:22][N:21]=4)[N:19]=3)[CH3:14])=[CH:12][C:7]=2[S:6][C:5]1=[O:38]. (7) Reactant: C[O:2][C:3](=[O:25])[C@@H:4]([N:12]1[CH2:16][C:15]([O:17][C:18]2[CH:23]=[CH:22][CH:21]=[CH:20][CH:19]=2)=[CH:14][C:13]1=[O:24])[CH2:5][CH:6]1[CH2:11][CH2:10][CH2:9][CH2:8][CH2:7]1.[OH-].[Li+]. Product: [CH:6]1([CH2:5][C@H:4]([N:12]2[CH2:16][C:15]([O:17][C:18]3[CH:23]=[CH:22][CH:21]=[CH:20][CH:19]=3)=[CH:14][C:13]2=[O:24])[C:3]([OH:25])=[O:2])[CH2:11][CH2:10][CH2:9][CH2:8][CH2:7]1. The catalyst class is: 30.